The task is: Regression. Given two drug SMILES strings and cell line genomic features, predict the synergy score measuring deviation from expected non-interaction effect.. This data is from NCI-60 drug combinations with 297,098 pairs across 59 cell lines. Drug 1: CNC(=O)C1=CC=CC=C1SC2=CC3=C(C=C2)C(=NN3)C=CC4=CC=CC=N4. Drug 2: CCCCCOC(=O)NC1=NC(=O)N(C=C1F)C2C(C(C(O2)C)O)O. Cell line: RPMI-8226. Synergy scores: CSS=-0.633, Synergy_ZIP=3.25, Synergy_Bliss=0.818, Synergy_Loewe=-4.40, Synergy_HSA=-4.32.